From a dataset of Catalyst prediction with 721,799 reactions and 888 catalyst types from USPTO. Predict which catalyst facilitates the given reaction. (1) Reactant: [Br:1][C:2]1[CH:11]=[C:10]([CH3:12])[CH:9]=[C:8]2[C:3]=1[C:4](=[O:13])[NH:5][CH:6]=[N:7]2.[N+:14]([O-])([OH:16])=[O:15]. Product: [Br:1][C:2]1[CH:11]=[C:10]([CH3:12])[C:9]([N+:14]([O-:16])=[O:15])=[C:8]2[C:3]=1[C:4](=[O:13])[NH:5][CH:6]=[N:7]2. The catalyst class is: 82. (2) Reactant: [Br:1][C:2]1[CH:18]=[CH:17][C:5]([CH2:6][N:7]2[CH2:11][C:10](=O)[N:9]=[C:8]2[CH2:13][CH2:14][CH2:15][CH3:16])=[CH:4][CH:3]=1.P(Cl)(Cl)([Cl:21])=O.[OH-].[Na+].CN(C)[CH:28]=[O:29]. Product: [Br:1][C:2]1[CH:18]=[CH:17][C:5]([CH2:6][N:7]2[C:11]([CH:28]=[O:29])=[C:10]([Cl:21])[N:9]=[C:8]2[CH2:13][CH2:14][CH2:15][CH3:16])=[CH:4][CH:3]=1. The catalyst class is: 11. (3) Product: [NH2:8][C:5]1[C:4](=[N:9][NH:10][C:11]2[CH:16]=[CH:15][CH:14]=[C:13]([F:17])[CH:12]=2)[C:3]([CH2:2][NH:1][C:25]([CH:26]=[CH:27][C:28]([OH:30])=[O:29])=[O:31])=[N:7][N:6]=1. Reactant: [NH2:1][CH2:2][C:3]1[C:4](=[N:9][NH:10][C:11]2[CH:16]=[CH:15][CH:14]=[C:13]([F:17])[CH:12]=2)[C:5]([NH2:8])=[N:6][N:7]=1.C(N(CC)CC)C.[C:25]1(=[O:31])[O:30][C:28](=[O:29])[CH:27]=[CH:26]1.Cl. The catalyst class is: 39. (4) Reactant: [C:1]([NH:8][C@@H:9]([C:14]([OH:16])=O)[C:10]([CH3:13])([CH3:12])[CH3:11])([O:3]C(C)(C)C)=O.[CH:17]1[CH:18]=[CH:19][C:20]2[N:25](O)N=N[C:21]=2[CH:22]=1.CCN=C=NCCCN(C)C.[CH3:38][C:39]1[N:43]2[C:44](=[O:55])[N:45]([CH2:47][CH2:48][N:49]3[CH2:54][CH2:53][NH:52][CH2:51][CH2:50]3)[CH2:46][C:42]2=[CH:41][N:40]=1.C(Cl)[Cl:57]. Product: [Cl:57][C:17]1[CH:22]=[CH:21][C:20]([NH:25][C:1]([NH:8][C@@H:9]([C:14]([N:52]2[CH2:51][CH2:50][N:49]([CH2:48][CH2:47][N:45]3[CH2:46][C:42]4=[CH:41][N:40]=[C:39]([CH3:38])[N:43]4[C:44]3=[O:55])[CH2:54][CH2:53]2)=[O:16])[C:10]([CH3:11])([CH3:12])[CH3:13])=[O:3])=[CH:19][CH:18]=1. The catalyst class is: 66. (5) The catalyst class is: 2. Product: [F:33][C:2]1([C:22]2[S:23][CH:24]=[CH:25][N:26]=2)[CH2:8][CH:7]2[N:9]([C:10]([C:12]3[CH:16]=[C:15]([C:17]4[CH:18]=[N:19][NH:20][CH:21]=4)[S:14][CH:13]=3)=[O:11])[CH:4]([CH2:5][CH2:6]2)[CH2:3]1. Reactant: O[C:2]1([C:22]2[S:23][CH:24]=[CH:25][N:26]=2)[CH2:8][CH:7]2[N:9]([C:10]([C:12]3[CH:16]=[C:15]([C:17]4[CH:18]=[N:19][NH:20][CH:21]=4)[S:14][CH:13]=3)=[O:11])[CH:4]([CH2:5][CH2:6]2)[CH2:3]1.CCN(S(F)(F)[F:33])CC.C(=O)([O-])O.[Na+].